From a dataset of NCI-60 drug combinations with 297,098 pairs across 59 cell lines. Regression. Given two drug SMILES strings and cell line genomic features, predict the synergy score measuring deviation from expected non-interaction effect. (1) Drug 1: C1=CC(=CC=C1CC(C(=O)O)N)N(CCCl)CCCl.Cl. Drug 2: C1=NC2=C(N1)C(=S)N=C(N2)N. Cell line: CAKI-1. Synergy scores: CSS=64.3, Synergy_ZIP=-7.89, Synergy_Bliss=-6.24, Synergy_Loewe=-5.73, Synergy_HSA=-0.753. (2) Drug 1: CC(C1=C(C=CC(=C1Cl)F)Cl)OC2=C(N=CC(=C2)C3=CN(N=C3)C4CCNCC4)N. Drug 2: CCN(CC)CCNC(=O)C1=C(NC(=C1C)C=C2C3=C(C=CC(=C3)F)NC2=O)C. Cell line: CAKI-1. Synergy scores: CSS=18.1, Synergy_ZIP=-3.25, Synergy_Bliss=0.282, Synergy_Loewe=1.77, Synergy_HSA=3.15. (3) Drug 1: CC1=C2C(C(=O)C3(C(CC4C(C3C(C(C2(C)C)(CC1OC(=O)C(C(C5=CC=CC=C5)NC(=O)OC(C)(C)C)O)O)OC(=O)C6=CC=CC=C6)(CO4)OC(=O)C)OC)C)OC. Drug 2: C1=NC2=C(N=C(N=C2N1C3C(C(C(O3)CO)O)O)F)N. Cell line: HCC-2998. Synergy scores: CSS=65.7, Synergy_ZIP=6.16, Synergy_Bliss=4.21, Synergy_Loewe=2.96, Synergy_HSA=9.69. (4) Drug 1: COC1=C(C=C2C(=C1)N=CN=C2NC3=CC(=C(C=C3)F)Cl)OCCCN4CCOCC4. Drug 2: CN(CC1=CN=C2C(=N1)C(=NC(=N2)N)N)C3=CC=C(C=C3)C(=O)NC(CCC(=O)O)C(=O)O. Cell line: IGROV1. Synergy scores: CSS=58.0, Synergy_ZIP=0.0282, Synergy_Bliss=-0.0524, Synergy_Loewe=4.64, Synergy_HSA=6.53. (5) Drug 1: C1=NNC2=C1C(=O)NC=N2. Drug 2: CC1C(C(CC(O1)OC2CC(CC3=C2C(=C4C(=C3O)C(=O)C5=CC=CC=C5C4=O)O)(C(=O)C)O)N)O. Cell line: SK-MEL-2. Synergy scores: CSS=28.8, Synergy_ZIP=-0.820, Synergy_Bliss=5.94, Synergy_Loewe=-35.4, Synergy_HSA=2.05. (6) Drug 2: C#CCC(CC1=CN=C2C(=N1)C(=NC(=N2)N)N)C3=CC=C(C=C3)C(=O)NC(CCC(=O)O)C(=O)O. Drug 1: CCC1(CC2CC(C3=C(CCN(C2)C1)C4=CC=CC=C4N3)(C5=C(C=C6C(=C5)C78CCN9C7C(C=CC9)(C(C(C8N6C=O)(C(=O)OC)O)OC(=O)C)CC)OC)C(=O)OC)O.OS(=O)(=O)O. Synergy scores: CSS=61.6, Synergy_ZIP=3.33, Synergy_Bliss=2.22, Synergy_Loewe=-26.7, Synergy_HSA=0.508. Cell line: ACHN. (7) Drug 1: C1=CC=C(C(=C1)C(C2=CC=C(C=C2)Cl)C(Cl)Cl)Cl. Drug 2: C(CN)CNCCSP(=O)(O)O. Cell line: SNB-19. Synergy scores: CSS=3.77, Synergy_ZIP=-1.56, Synergy_Bliss=-3.13, Synergy_Loewe=1.09, Synergy_HSA=-1.48. (8) Drug 1: CC(CN1CC(=O)NC(=O)C1)N2CC(=O)NC(=O)C2. Drug 2: CN(C)C1=NC(=NC(=N1)N(C)C)N(C)C. Cell line: ACHN. Synergy scores: CSS=40.1, Synergy_ZIP=8.44, Synergy_Bliss=8.37, Synergy_Loewe=-5.30, Synergy_HSA=5.17. (9) Drug 1: C1=CC=C(C(=C1)C(C2=CC=C(C=C2)Cl)C(Cl)Cl)Cl. Drug 2: C(CCl)NC(=O)N(CCCl)N=O. Cell line: UACC-257. Synergy scores: CSS=6.61, Synergy_ZIP=-1.64, Synergy_Bliss=1.08, Synergy_Loewe=-0.165, Synergy_HSA=1.12.